This data is from Full USPTO retrosynthesis dataset with 1.9M reactions from patents (1976-2016). The task is: Predict the reactants needed to synthesize the given product. (1) Given the product [N:12]1[C:11]2[C:5]3[CH:4]=[CH:3][CH:2]=[CH:24][C:6]=3[O:7][CH2:8][CH2:9][C:10]=2[S:14][C:13]=1[N:15]1[C:19]([CH3:20])([CH3:21])[C:18](=[O:22])[NH:17][C:16]1=[O:23], predict the reactants needed to synthesize it. The reactants are: Br[C:2]1[CH:3]=[CH:4][C:5]2[C:11]3[N:12]=[C:13]([N:15]4[C:19]([CH3:21])([CH3:20])[C:18](=[O:22])[NH:17][C:16]4=[O:23])[S:14][C:10]=3[CH2:9][CH2:8][O:7][C:6]=2[CH:24]=1.C(N(CC)CC)C. (2) Given the product [CH2:17]([NH:20][C:7]([C:6]1[C:5]([I:12])=[C:4]([C:3]([I:16])=[C:2]([NH2:1])[C:10]=1[I:11])[C:13]([Cl:15])=[O:14])=[O:8])[CH:18]=[CH2:19], predict the reactants needed to synthesize it. The reactants are: [NH2:1][C:2]1[C:3]([I:16])=[C:4]([C:13]([Cl:15])=[O:14])[C:5]([I:12])=[C:6]([C:10]=1[I:11])[C:7](Cl)=[O:8].[CH2:17]([NH2:20])[CH:18]=[CH2:19].C([NH-])C=C.C([N-]CC=C)C=C. (3) The reactants are: Cl[C:2]1[N:7]=[C:6]([C:8]2[S:12][C:11]([CH2:13][CH3:14])=[N:10][C:9]=2[C:15]2[CH:20]=[CH:19][C:18]([CH2:21][O:22][Si](C(C)(C)C)(C)C)=[C:17]([O:30][CH3:31])[CH:16]=2)[CH:5]=[CH:4][N:3]=1.CCCCO.CO.[C:39]([N:42]1[CH2:47][CH2:46][N:45]([C:48]2[N:53]=[CH:52][C:51]([NH2:54])=[CH:50][CH:49]=2)[CH2:44][CH2:43]1)(=[O:41])[CH3:40].Cl. Given the product [C:39]([N:42]1[CH2:43][CH2:44][N:45]([C:48]2[N:53]=[CH:52][C:51]([NH:54][C:2]3[N:7]=[C:6]([C:8]4[S:12][C:11]([CH2:13][CH3:14])=[N:10][C:9]=4[C:15]4[CH:20]=[CH:19][C:18]([CH2:21][OH:22])=[C:17]([O:30][CH3:31])[CH:16]=4)[CH:5]=[CH:4][N:3]=3)=[CH:50][CH:49]=2)[CH2:46][CH2:47]1)(=[O:41])[CH3:40], predict the reactants needed to synthesize it. (4) Given the product [CH3:16][C:13]1([CH3:17])[N:12](/[CH:25]=[CH:24]/[C:18]2[CH:23]=[CH:22][CH:21]=[CH:20][CH:19]=2)[N:11]([CH:2]2[CH:3]3[CH2:4][CH:5]4[CH2:6][CH:7]([CH2:8][CH:1]2[CH2:10]4)[CH2:9]3)[C:14]1=[O:15], predict the reactants needed to synthesize it. The reactants are: [CH:1]12[CH2:10][CH:5]3[CH2:6][CH:7]([CH2:9][CH:3]([CH2:4]3)[CH:2]1[N:11]1[C:14](=[O:15])[C:13]([CH3:17])([CH3:16])[NH:12]1)[CH2:8]2.[C:18]1([CH2:24][CH:25]=O)[CH:23]=[CH:22][CH:21]=[CH:20][CH:19]=1.C(O[BH-](OC(=O)C)OC(=O)C)(=O)C.[Na+].C(O)(=O)C. (5) Given the product [Br:1][C:2]1[CH:7]=[C:6]([NH2:8])[C:5]([CH3:11])=[N:4][C:3]=1[O:12][C@H:13]1[CH2:14][CH2:15][C@H:16]([CH:19]([CH3:20])[CH3:21])[CH2:17][CH2:18]1, predict the reactants needed to synthesize it. The reactants are: [Br:1][C:2]1[C:3]([O:12][C@H:13]2[CH2:18][CH2:17][C@H:16]([CH:19]([CH3:21])[CH3:20])[CH2:15][CH2:14]2)=[N:4][C:5]([CH3:11])=[C:6]([N+:8]([O-])=O)[CH:7]=1.[Cl-].[NH4+]. (6) The reactants are: [NH2:1][CH2:2][C:3]1[C:4]([CH2:20][CH:21]([CH3:23])[CH3:22])=[N:5][C:6]([CH3:19])=[C:7]([C:11]=1[C:12]1[CH:17]=[CH:16][C:15]([CH3:18])=[CH:14][CH:13]=1)[C:8]([OH:10])=[O:9].[C:24]([OH:31])(=[O:30])/[CH:25]=[CH:26]\[C:27]([OH:29])=[O:28]. Given the product [C:24]([OH:31])(=[O:30])/[CH:25]=[CH:26]\[C:27]([OH:29])=[O:28].[NH2:1][CH2:2][C:3]1[C:4]([CH2:20][CH:21]([CH3:23])[CH3:22])=[N:5][C:6]([CH3:19])=[C:7]([C:11]=1[C:12]1[CH:17]=[CH:16][C:15]([CH3:18])=[CH:14][CH:13]=1)[C:8]([OH:10])=[O:9], predict the reactants needed to synthesize it. (7) Given the product [Br:1][C:2]1[CH:3]=[C:4]([NH2:13])[C:5]([NH:8][CH2:9][CH:10]2[CH2:12][CH2:11]2)=[N:6][CH:7]=1, predict the reactants needed to synthesize it. The reactants are: [Br:1][C:2]1[CH:3]=[C:4]([N+:13]([O-])=O)[C:5]([NH:8][CH2:9][CH:10]2[CH2:12][CH2:11]2)=[N:6][CH:7]=1. (8) Given the product [NH:1]1[CH2:7][CH2:6][CH2:5][CH2:4][CH2:3][C:2]1=[N:8][O:9]/[C:14](=[CH:13]/[C:19]([O:21][CH3:22])=[O:20])/[C:15]([O:17][CH3:18])=[O:16].[NH:1]1[CH2:7][CH2:6][CH2:5][CH2:4][CH2:3][C:2]1=[N:8][O:9]/[C:14](=[CH:13]\[C:19]([O:21][CH3:22])=[O:20])/[C:15]([O:17][CH3:18])=[O:16], predict the reactants needed to synthesize it. The reactants are: [NH:1]1[CH2:7][CH2:6][CH2:5][CH2:4][CH2:3][C:2]1=[N:8][OH:9].C(#N)C.[C:13]([C:19]([O:21][CH3:22])=[O:20])#[C:14][C:15]([O:17][CH3:18])=[O:16].